This data is from Experimentally validated miRNA-target interactions with 360,000+ pairs, plus equal number of negative samples. The task is: Binary Classification. Given a miRNA mature sequence and a target amino acid sequence, predict their likelihood of interaction. The miRNA is mmu-miR-23b-5p with sequence GGGUUCCUGGCAUGCUGAUUU. The protein sequence of the target gene is MATSNHSSGAEFILAGLTQRPELQLPLFLLFLGIYVVTVVGNLGMIFLIALSSQLYPPVYYFLSHLSFIDLCYSSVITPKMLVNFVPEENIISFLECITQLYFFLIFVIAEGYLLTAMEYDRYVAICRPLLYNIVMSHRVCSIMMAVVYSLGFLWATVHTTRMSVLSFCRSHTVSHYFCDILPLLTLSCSSTHINEILLFIIGGVNTLATTLAVLISYAFIFSSILGIHSTEGQSKAFGTCSSHLLAVGIFFGSITFMYFKPPSSTTMEKEKVSSVFYITIIPMLNPLIYSLRNKDVKNA.... Result: 0 (no interaction).